Dataset: Forward reaction prediction with 1.9M reactions from USPTO patents (1976-2016). Task: Predict the product of the given reaction. (1) Given the reactants [OH:1][C@@H:2]1[C@H:6]([OH:7])[CH2:5][O:4][C:3]1=[O:8].I[CH3:10], predict the reaction product. The product is: [OH:7][C@@H:6]1[CH2:5][O:4][C:3](=[O:8])[C@@H:2]1[O:1][CH3:10]. (2) The product is: [C:23]([C:21]1[CH:20]=[C:19]([CH2:29][C:30]([OH:32])=[O:31])[CH:18]=[C:17]([S:14]([N:11]2[CH2:12][CH2:13][N:8]([CH2:7][C:6]3[CH:34]=[CH:35][CH:36]=[C:4]([O:3][C:2]([F:37])([F:38])[F:1])[CH:5]=3)[CH2:9][CH2:10]2)(=[O:16])=[O:15])[CH:22]=1)#[CH:24]. Given the reactants [F:1][C:2]([F:38])([F:37])[O:3][C:4]1[CH:5]=[C:6]([CH:34]=[CH:35][CH:36]=1)[CH2:7][N:8]1[CH2:13][CH2:12][N:11]([S:14]([C:17]2[CH:18]=[C:19]([CH2:29][C:30]([O:32]C)=[O:31])[CH:20]=[C:21]([C:23]#[C:24][Si](C)(C)C)[CH:22]=2)(=[O:16])=[O:15])[CH2:10][CH2:9]1.Cl, predict the reaction product.